From a dataset of Reaction yield outcomes from USPTO patents with 853,638 reactions. Predict the reaction yield, written as a fraction of the theoretical maximum amount of product (1.0 means a 100% yield; for example, 0.34 means a 34% yield). (1) The reactants are [NH2:1][C:2]([CH3:6])([CH3:5])[CH2:3][OH:4].[Br:7][C:8]1[CH:9]=[C:10]([S:14](Cl)(=[O:16])=[O:15])[CH:11]=[CH:12][CH:13]=1. No catalyst specified. The product is [Br:7][C:8]1[CH:9]=[C:10]([S:14]([NH:1][C:2]([CH3:6])([CH3:5])[CH2:3][OH:4])(=[O:16])=[O:15])[CH:11]=[CH:12][CH:13]=1. The yield is 0.890. (2) The reactants are [CH3:1][C:2]1[C:10]2[C:5](=[CH:6][C:7]([N+:11]([O-:13])=[O:12])=[CH:8][CH:9]=2)[NH:4][N:3]=1.F[B-](F)(F)F.[CH3:19][O+](C)C. The catalyst is CC(C)=O. The product is [CH3:19][N:3]1[C:2]([CH3:1])=[C:10]2[C:5]([CH:6]=[C:7]([N+:11]([O-:13])=[O:12])[CH:8]=[CH:9]2)=[N:4]1. The yield is 0.730. (3) The reactants are [CH3:1][C:2]1[CH:7]=[CH:6][C:5](N2C3C(=CC=CC=3)C=C2)=[CH:4][CH:3]=1.[NH:17]1[C:25]2[C:20](=[CH:21][C:22]([CH2:26][N:27]3[CH2:32][CH2:31][CH:30]([C:33]4[CH:34]=[C:35]([NH:39][C:40](=[O:44])[CH:41]([CH3:43])[CH3:42])[CH:36]=[CH:37][CH:38]=4)[CH2:29][CH2:28]3)=[CH:23][CH:24]=2)[CH:19]=[CH:18]1.IC1C=CC=C(C)C=1. No catalyst specified. The product is [CH3:43][CH:41]([CH3:42])[C:40]([NH:39][C:35]1[CH:36]=[CH:37][CH:38]=[C:33]([CH:30]2[CH2:31][CH2:32][N:27]([CH2:26][C:22]3[CH:21]=[C:20]4[C:25](=[CH:24][CH:23]=3)[N:17]([C:4]3[CH:5]=[CH:6][CH:7]=[C:2]([CH3:1])[CH:3]=3)[CH:18]=[CH:19]4)[CH2:28][CH2:29]2)[CH:34]=1)=[O:44]. The yield is 0.600. (4) The reactants are Br[C:2]1[CH:3]=[CH:4][C:5]2[N:9]=[C:8]([C@@H:10]3[CH2:15][C@@H:14]4[C@@H:12]([CH2:13]4)[N:11]3[C:16]([O:18][C:19]([CH3:22])([CH3:21])[CH3:20])=[O:17])[NH:7][C:6]=2[CH:23]=1.[B:24]1([B:24]2[O:28][C:27]([CH3:30])([CH3:29])[C:26]([CH3:32])([CH3:31])[O:25]2)[O:28][C:27]([CH3:30])([CH3:29])[C:26]([CH3:32])([CH3:31])[O:25]1.C([O-])(=O)C.[K+]. The catalyst is O1CCOCC1.C1C=CC([P]([Pd]([P](C2C=CC=CC=2)(C2C=CC=CC=2)C2C=CC=CC=2)([P](C2C=CC=CC=2)(C2C=CC=CC=2)C2C=CC=CC=2)[P](C2C=CC=CC=2)(C2C=CC=CC=2)C2C=CC=CC=2)(C2C=CC=CC=2)C2C=CC=CC=2)=CC=1. The product is [CH3:31][C:26]1([CH3:32])[C:27]([CH3:30])([CH3:29])[O:28][B:24]([C:2]2[CH:3]=[CH:4][C:5]3[N:9]=[C:8]([C@@H:10]4[CH2:15][C@@H:14]5[C@@H:12]([CH2:13]5)[N:11]4[C:16]([O:18][C:19]([CH3:22])([CH3:21])[CH3:20])=[O:17])[NH:7][C:6]=3[CH:23]=2)[O:25]1. The yield is 0.770. (5) The reactants are [F:1][C:2]1[C:7]([O:8][CH3:9])=[CH:6][CH:5]=[CH:4][C:3]=1[CH:10]([C:23]1([C:26]([F:29])([F:28])[F:27])CO1)[CH2:11][NH:12][C:13]1[CH:22]=[CH:21][CH:20]=[C:19]2[C:14]=1[CH:15]=[CH:16]C=[N:18]2.[C:30](=[O:33])([O-])[O-].[Cs+].[Cs+].C(S)C. The catalyst is CN(C=O)C. The product is [F:1][C:2]1[C:7]([O:8][CH3:9])=[CH:6][CH:5]=[CH:4][C:3]=1[CH:10]([C:11]1[CH:16]=[CH:15][C:14]2[C:19]([NH2:18])=[CH:20][CH:21]=[CH:22][C:13]=2[N:12]=1)[C:23]1([C:26]([F:29])([F:28])[F:27])[CH2:30][O:33]1. The yield is 0.530. (6) The reactants are [CH3:1][O:2][C:3]1[CH:4]=[C:5]([C:11]2[N:16]=[C:15]3[C:17](=[CH2:31])[N:18]([C:21]4[CH:22]=[N:23][N:24]([CH2:26][C:27]([F:30])([F:29])[F:28])[CH:25]=4)[C:19](=[O:20])[C:14]3=[CH:13][CH:12]=2)[CH:6]=[N:7][C:8]=1[O:9][CH3:10]. The catalyst is C1COCC1.[Pd]. The product is [CH3:1][O:2][C:3]1[CH:4]=[C:5]([C:11]2[N:16]=[C:15]3[CH:17]([CH3:31])[N:18]([C:21]4[CH:22]=[N:23][N:24]([CH2:26][C:27]([F:30])([F:29])[F:28])[CH:25]=4)[C:19](=[O:20])[C:14]3=[CH:13][CH:12]=2)[CH:6]=[N:7][C:8]=1[O:9][CH3:10]. The yield is 0.680.